From a dataset of NCI-60 drug combinations with 297,098 pairs across 59 cell lines. Regression. Given two drug SMILES strings and cell line genomic features, predict the synergy score measuring deviation from expected non-interaction effect. (1) Drug 1: C1CC(C1)(C(=O)O)C(=O)O.[NH2-].[NH2-].[Pt+2]. Drug 2: CC(C)NC(=O)C1=CC=C(C=C1)CNNC.Cl. Cell line: MCF7. Synergy scores: CSS=5.12, Synergy_ZIP=-3.45, Synergy_Bliss=-0.642, Synergy_Loewe=-1.14, Synergy_HSA=-0.119. (2) Drug 1: C1C(C(OC1N2C=C(C(=O)NC2=O)F)CO)O. Drug 2: CN1C(=O)N2C=NC(=C2N=N1)C(=O)N. Cell line: SR. Synergy scores: CSS=59.6, Synergy_ZIP=2.79, Synergy_Bliss=2.76, Synergy_Loewe=-38.1, Synergy_HSA=5.33. (3) Drug 1: CC(C)(C#N)C1=CC(=CC(=C1)CN2C=NC=N2)C(C)(C)C#N. Drug 2: COC1=C2C(=CC3=C1OC=C3)C=CC(=O)O2. Cell line: ACHN. Synergy scores: CSS=-4.59, Synergy_ZIP=3.33, Synergy_Bliss=1.80, Synergy_Loewe=-1.38, Synergy_HSA=-1.94. (4) Drug 1: C1=NC(=NC(=O)N1C2C(C(C(O2)CO)O)O)N. Drug 2: C(CCl)NC(=O)N(CCCl)N=O. Cell line: PC-3. Synergy scores: CSS=34.7, Synergy_ZIP=-11.7, Synergy_Bliss=-2.03, Synergy_Loewe=-6.99, Synergy_HSA=0.721. (5) Drug 1: C1=C(C(=O)NC(=O)N1)N(CCCl)CCCl. Drug 2: CC1=C(N=C(N=C1N)C(CC(=O)N)NCC(C(=O)N)N)C(=O)NC(C(C2=CN=CN2)OC3C(C(C(C(O3)CO)O)O)OC4C(C(C(C(O4)CO)O)OC(=O)N)O)C(=O)NC(C)C(C(C)C(=O)NC(C(C)O)C(=O)NCCC5=NC(=CS5)C6=NC(=CS6)C(=O)NCCC[S+](C)C)O. Cell line: EKVX. Synergy scores: CSS=10.1, Synergy_ZIP=-2.53, Synergy_Bliss=7.67, Synergy_Loewe=7.57, Synergy_HSA=7.55. (6) Drug 1: C1=NC2=C(N1)C(=S)N=CN2. Drug 2: C1C(C(OC1N2C=NC(=NC2=O)N)CO)O. Cell line: CCRF-CEM. Synergy scores: CSS=70.9, Synergy_ZIP=2.64, Synergy_Bliss=2.87, Synergy_Loewe=6.22, Synergy_HSA=8.40. (7) Drug 1: CC1=C(C=C(C=C1)NC2=NC=CC(=N2)N(C)C3=CC4=NN(C(=C4C=C3)C)C)S(=O)(=O)N.Cl. Drug 2: CC(C)(C#N)C1=CC(=CC(=C1)CN2C=NC=N2)C(C)(C)C#N. Cell line: UO-31. Synergy scores: CSS=3.63, Synergy_ZIP=-2.82, Synergy_Bliss=-1.60, Synergy_Loewe=0.365, Synergy_HSA=0.560. (8) Drug 1: CC1C(C(CC(O1)OC2CC(CC3=C2C(=C4C(=C3O)C(=O)C5=C(C4=O)C(=CC=C5)OC)O)(C(=O)CO)O)N)O.Cl. Drug 2: N.N.Cl[Pt+2]Cl. Cell line: SF-539. Synergy scores: CSS=56.6, Synergy_ZIP=1.31, Synergy_Bliss=1.00, Synergy_Loewe=-8.64, Synergy_HSA=4.53.